From a dataset of Forward reaction prediction with 1.9M reactions from USPTO patents (1976-2016). Predict the product of the given reaction. (1) Given the reactants CO.[O:3]=[C:4]1[CH2:28][CH2:27][C@@:26]2([CH3:29])[C@H:6]([C:7](=[O:31])[CH2:8][C@@H:9]3[C@@H:25]2[CH2:24][CH2:23][C@@:22]2([CH3:30])[C@H:10]3[CH2:11][CH2:12][C@@H:13]2[C@H:14]([CH3:21])[CH2:15][CH2:16][C:17]([O:19][CH3:20])=[O:18])[CH2:5]1.Cl, predict the reaction product. The product is: [O:3]=[C:4]1[CH2:28][CH2:27][C@@:26]2([CH3:29])[C@@H:6]([C:7](=[O:31])[CH2:8][C@@H:9]3[C@@H:25]2[CH2:24][CH2:23][C@@:22]2([CH3:30])[C@H:10]3[CH2:11][CH2:12][C@@H:13]2[C@H:14]([CH3:21])[CH2:15][CH2:16][C:17]([O:19][CH3:20])=[O:18])[CH2:5]1. (2) Given the reactants [Br:1][C:2]1[CH:7]=[C:6]([F:8])[CH:5]=[CH:4][C:3]=1[CH:9]1[C:14]([C:15]([O:17][CH2:18][CH3:19])=[O:16])=[C:13]([CH2:20]Br)[NH:12][C:11]([C:22]2[S:23][CH:24]=[CH:25][N:26]=2)=[N:10]1.[NH:27]1[CH2:32][CH2:31][O:30][CH2:29][C@H:28]1[C:33]([OH:35])=[O:34].C(=O)([O-])[O-].[K+].[K+], predict the reaction product. The product is: [Br:1][C:2]1[CH:7]=[C:6]([F:8])[CH:5]=[CH:4][C:3]=1[CH:9]1[N:10]=[C:11]([C:22]2[S:23][CH:24]=[CH:25][N:26]=2)[NH:12][C:13]([CH2:20][N:27]2[CH2:32][CH2:31][O:30][CH2:29][C@H:28]2[C:33]([OH:35])=[O:34])=[C:14]1[C:15]([O:17][CH2:18][CH3:19])=[O:16]. (3) Given the reactants C([O:3][C:4](=[O:35])[C@@H:5]([O:31][CH2:32][CH2:33][CH3:34])[CH2:6][C:7]1[CH:12]=[CH:11][C:10]([O:13][CH2:14][CH2:15][CH2:16][O:17][C:18]2[CH:23]=[CH:22][C:21]([O:24][C:25]3[CH:30]=[CH:29][CH:28]=[CH:27][CH:26]=3)=[CH:20][CH:19]=2)=[CH:9][CH:8]=1)C.[Li+].[OH-], predict the reaction product. The product is: [O:24]([C:21]1[CH:20]=[CH:19][C:18]([O:17][CH2:16][CH2:15][CH2:14][O:13][C:10]2[CH:9]=[CH:8][C:7]([CH2:6][C@H:5]([O:31][CH2:32][CH2:33][CH3:34])[C:4]([OH:35])=[O:3])=[CH:12][CH:11]=2)=[CH:23][CH:22]=1)[C:25]1[CH:26]=[CH:27][CH:28]=[CH:29][CH:30]=1. (4) The product is: [Cl:1][C:2]1[CH:30]=[CH:29][CH:28]=[C:27]([C:31]([F:33])([F:34])[F:32])[C:3]=1[C:4]([N:6]1[C:14]2[C:9](=[CH:10][CH:11]=[CH:12][CH:13]=2)[C:8]([C:15]2[CH:24]=[CH:23][C:18]([C:19]([OH:21])=[O:20])=[CH:17][C:16]=2[F:25])=[C:7]1[CH3:26])=[O:5]. Given the reactants [Cl:1][C:2]1[CH:30]=[CH:29][CH:28]=[C:27]([C:31]([F:34])([F:33])[F:32])[C:3]=1[C:4]([N:6]1[C:14]2[C:9](=[CH:10][CH:11]=[CH:12][CH:13]=2)[C:8]([C:15]2[CH:24]=[CH:23][C:18]([C:19]([O:21]C)=[O:20])=[CH:17][C:16]=2[F:25])=[C:7]1[CH3:26])=[O:5].[Li+].[OH-].Cl, predict the reaction product. (5) Given the reactants [C:1]([O:5][C:6]([NH:8][C@@H:9]([C:11]1[C:12]([F:40])=[C:13]([C:17]2[CH:22]=[C:21](Cl)[CH:20]=[C:19]([CH2:24][O:25][C:26]3[CH:31]=[CH:30][CH:29]=[CH:28][C:27]=3[CH2:32][C:33]([O:35][C:36]([CH3:39])([CH3:38])[CH3:37])=[O:34])[CH:18]=2)[CH:14]=[CH:15][CH:16]=1)[CH3:10])=[O:7])([CH3:4])([CH3:3])[CH3:2].[F:41][CH2:42][CH2:43][NH2:44].C([O-])([O-])=O.[Cs+].[Cs+], predict the reaction product. The product is: [C:1]([O:5][C:6]([NH:8][C@@H:9]([C:11]1[C:12]([F:40])=[C:13]([C:17]2[CH:22]=[C:21]([NH:44][CH2:43][CH2:42][F:41])[CH:20]=[C:19]([CH2:24][O:25][C:26]3[CH:31]=[CH:30][CH:29]=[CH:28][C:27]=3[CH2:32][C:33]([O:35][C:36]([CH3:39])([CH3:38])[CH3:37])=[O:34])[CH:18]=2)[CH:14]=[CH:15][CH:16]=1)[CH3:10])=[O:7])([CH3:4])([CH3:3])[CH3:2]. (6) Given the reactants [N:1]1([C:5]2[N:10]=[C:9]([CH2:11][N:12]3[C@@H:16]([CH3:17])[C@@H:15]([C:18]4[CH:23]=[C:22]([C:24]([F:27])([F:26])[F:25])[CH:21]=[C:20]([C:28]([F:31])([F:30])[F:29])[CH:19]=4)[O:14][C:13]3=[O:32])[C:8](Br)=[CH:7][CH:6]=2)[CH2:4][CH2:3][CH2:2]1.[CH3:34][O:35][C:36]1[CH:41]=[CH:40][C:39]([CH2:42][CH2:43][C:44]([O:46][CH3:47])=[O:45])=[CH:38][C:37]=1B1OC(C)(C)C(C)(C)O1.C1COCC1.C([O-])([O-])=O.[K+].[K+], predict the reaction product. The product is: [N:1]1([C:5]2[N:10]=[C:9]([CH2:11][N:12]3[C@@H:16]([CH3:17])[C@@H:15]([C:18]4[CH:23]=[C:22]([C:24]([F:27])([F:26])[F:25])[CH:21]=[C:20]([C:28]([F:31])([F:30])[F:29])[CH:19]=4)[O:14][C:13]3=[O:32])[C:8]([C:41]3[CH:40]=[C:39]([CH2:42][CH2:43][C:44]([O:46][CH3:47])=[O:45])[CH:38]=[CH:37][C:36]=3[O:35][CH3:34])=[CH:7][CH:6]=2)[CH2:4][CH2:3][CH2:2]1. (7) Given the reactants C[O:2][C:3](=[O:48])[C@@H:4]([NH:17][C:18](=[O:47])[CH2:19][NH:20][C:21]([C:23]1[CH:46]=[CH:45][C:26]2[N:27]([CH3:44])[C:28]([NH:30][C:31]3[S:32][C:33]4[CH:39]=[C:38]([C:40]([F:43])([F:42])[F:41])[CH:37]=[CH:36][C:34]=4[N:35]=3)=[N:29][C:25]=2[CH:24]=1)=[O:22])[CH2:5][CH2:6][CH2:7][CH2:8][NH:9][C:10]([O:12][C:13]([CH3:16])([CH3:15])[CH3:14])=[O:11].[OH-].[Na+], predict the reaction product. The product is: [C:13]([O:12][C:10]([NH:9][CH2:8][CH2:7][CH2:6][CH2:5][C@H:4]([NH:17][C:18](=[O:47])[CH2:19][NH:20][C:21]([C:23]1[CH:46]=[CH:45][C:26]2[N:27]([CH3:44])[C:28]([NH:30][C:31]3[S:32][C:33]4[CH:39]=[C:38]([C:40]([F:42])([F:41])[F:43])[CH:37]=[CH:36][C:34]=4[N:35]=3)=[N:29][C:25]=2[CH:24]=1)=[O:22])[C:3]([OH:48])=[O:2])=[O:11])([CH3:16])([CH3:14])[CH3:15]. (8) Given the reactants [CH2:1]([N:8]1[C:16]2[CH:15]=[CH:14][CH:13]=[C:12]([NH2:17])[C:11]=2[C:10]([CH3:18])=[N:9]1)[C:2]1[CH:7]=[CH:6][CH:5]=[CH:4][CH:3]=1.[N:19]1C=C(C(O)=O)N2C=CC=CC=12, predict the reaction product. The product is: [CH3:18][C:10]1[C:11]2[C:12]([NH2:17])=[CH:13][CH:14]=[CH:15][C:16]=2[N:8]([CH2:1][C:2]2[CH:7]=[N:19][C:5]([CH3:6])=[CH:4][CH:3]=2)[N:9]=1.